The task is: Predict the reactants needed to synthesize the given product.. This data is from Full USPTO retrosynthesis dataset with 1.9M reactions from patents (1976-2016). (1) Given the product [CH3:49][O:45][C:44]([C:41]1([O:40][C:39]2[CH:38]=[CH:37][C:36]([O:35][CH2:14][CH:13]([N:12]3[C:11]4[CH:29]=[C:30]([F:34])[C:31]([F:33])=[CH:32][C:10]=4[N:9]=[C:8]3[C:5]3[CH:4]=[CH:3][C:2]([Cl:1])=[CH:7][CH:6]=3)[CH:23]3[CH2:28][CH2:27][CH2:26][CH2:25][CH2:24]3)=[CH:48][CH:47]=2)[CH2:43][CH2:42]1)=[O:46], predict the reactants needed to synthesize it. The reactants are: [Cl:1][C:2]1[CH:7]=[CH:6][C:5]([C:8]2[N:12]([CH:13]([CH:23]3[CH2:28][CH2:27][CH2:26][CH2:25][CH2:24]3)[CH2:14]OCC3CCCCC3)[C:11]3[CH:29]=[C:30]([F:34])[C:31]([F:33])=[CH:32][C:10]=3[N:9]=2)=[CH:4][CH:3]=1.[OH:35][C:36]1[CH:48]=[CH:47][C:39]([O:40][C:41]2([C:44]([OH:46])=[O:45])[CH2:43][CH2:42]2)=[CH:38][CH:37]=1.[CH3:49]N(C)C(N=NC(N(C)C)=O)=O. (2) The reactants are: [N:1]1([C:7]2[N:8]=[C:9]([CH2:14][C:15]([O-:17])=O)[NH:10][C:11](=[O:13])[CH:12]=2)[CH2:6][CH2:5][O:4][CH2:3][CH2:2]1.[Na+].O.[NH2:20][C:21]1[CH:22]=[C:23]([CH:26]=[CH:27][CH:28]=1)[C:24]#[N:25]. Given the product [C:24]([C:23]1[CH:22]=[C:21]([NH:20][C:15](=[O:17])[CH2:14][C:9]2[NH:10][C:11](=[O:13])[CH:12]=[C:7]([N:1]3[CH2:2][CH2:3][O:4][CH2:5][CH2:6]3)[N:8]=2)[CH:28]=[CH:27][CH:26]=1)#[N:25], predict the reactants needed to synthesize it. (3) Given the product [Br:9][C:5]1[C:6]([CH3:8])=[CH:7][C:2]([C:22]2[C:16]3[O:15][C:14]4[CH:13]=[CH:12][CH:11]=[CH:10][C:18]=4[C:17]=3[CH:19]=[CH:20][CH:21]=2)=[N:3][CH:4]=1, predict the reactants needed to synthesize it. The reactants are: Br[C:2]1[CH:7]=[C:6]([CH3:8])[C:5]([Br:9])=[CH:4][N:3]=1.[CH:10]1[C:18]2[C:17]3[CH:19]=[CH:20][CH:21]=[CH:22][C:16]=3[O:15][C:14]=2[C:13](B(O)O)=[CH:12][CH:11]=1.C([O-])([O-])=O.[K+].[K+].C(COC)OC. (4) Given the product [C:25](=[O:36])([O:32][CH:33]([N:20]1[C:19]2[CH:21]=[CH:22][CH:23]=[CH:24][C:18]=2[N:17]=[C:16]1[S:15][CH2:14][C:3]1[C:2]([CH3:1])=[C:7]([O:8][CH2:9][C:10]([F:12])([F:11])[F:13])[CH:6]=[CH:5][N:4]=1)[CH3:34])[O:26][CH:27]1[CH2:31][CH2:30][CH2:29][CH2:28]1, predict the reactants needed to synthesize it. The reactants are: [CH3:1][C:2]1[C:3]([CH2:14][S:15][C:16]2[NH:20][C:19]3[CH:21]=[CH:22][CH:23]=[CH:24][C:18]=3[N:17]=2)=[N:4][CH:5]=[CH:6][C:7]=1[O:8][CH2:9][C:10]([F:13])([F:12])[F:11].[C:25](=[O:36])([O:32][CH:33](I)[CH3:34])[O:26][CH:27]1[CH2:31][CH2:30][CH2:29][CH2:28]1.C(=O)([O-])O.[Na+].C(#N)C. (5) Given the product [CH2:1]([O:3][C:4](=[O:27])[C:5]1[CH:10]=[C:9]([Cl:11])[C:8]([N:12]2[CH2:16][CH2:15][CH:14]([NH:17][C:18]([O:20][C:21]([CH3:24])([CH3:23])[CH3:22])=[O:19])[CH2:13]2)=[C:7]([F:25])[C:6]=1[NH:31][CH:28]1[CH2:30][CH2:29]1)[CH3:2], predict the reactants needed to synthesize it. The reactants are: [CH2:1]([O:3][C:4](=[O:27])[C:5]1[CH:10]=[C:9]([Cl:11])[C:8]([N:12]2[CH2:16][CH2:15][CH:14]([NH:17][C:18]([O:20][C:21]([CH3:24])([CH3:23])[CH3:22])=[O:19])[CH2:13]2)=[C:7]([F:25])[C:6]=1F)[CH3:2].[CH:28]1([NH2:31])[CH2:30][CH2:29]1. (6) Given the product [N-:21]=[C:17]=[S:23].[C:1]1([C:7]2[CH:12]=[CH:11][C:10]([CH2:13][S:14][C:15]3[CH:20]=[CH:19][CH:18]=[CH:17][CH:16]=3)=[CH:9][CH:8]=2)[CH:2]=[CH:3][CH:4]=[CH:5][CH:6]=1, predict the reactants needed to synthesize it. The reactants are: [C:1]1([C:7]2[CH:12]=[CH:11][C:10]([CH2:13][S:14][C:15]3[CH:16]=[C:17]([NH2:21])[CH:18]=[CH:19][CH:20]=3)=[CH:9][CH:8]=2)[CH:6]=[CH:5][CH:4]=[CH:3][CH:2]=1.C(Cl)(Cl)=[S:23]. (7) Given the product [Br:12][C:13]1[CH:14]=[C:15]2[C:23](=[CH:24][CH:25]=1)[NH:22][C:21]1[CH:20]([NH:26][S:8]([C:3]3[CH:4]=[CH:5][CH:6]=[CH:7][C:2]=3[F:1])(=[O:10])=[O:9])[CH2:19][CH2:18][CH2:17][C:16]2=1, predict the reactants needed to synthesize it. The reactants are: [F:1][C:2]1[CH:7]=[CH:6][CH:5]=[CH:4][C:3]=1[S:8](Cl)(=[O:10])=[O:9].[Br:12][C:13]1[CH:14]=[C:15]2[C:23](=[CH:24][CH:25]=1)[NH:22][C:21]1[CH:20]([NH2:26])[CH2:19][CH2:18][CH2:17][C:16]2=1. (8) Given the product [Cl:19][C:14]1[CH:13]=[C:12]([CH:17]=[CH:16][C:15]=1[Cl:18])[O:11][CH:8]1[CH2:9][CH2:10][N:5]([CH2:4][C@H:3]([OH:20])[CH2:2][NH:1][C:34]([C:24]2[S:23][C:22](=[O:21])[NH:26][C:25]=2[C:27]([F:33])([F:32])[C:28]([F:31])([F:30])[F:29])=[O:35])[CH2:6][CH2:7]1, predict the reactants needed to synthesize it. The reactants are: [NH2:1][CH2:2][C@@H:3]([OH:20])[CH2:4][N:5]1[CH2:10][CH2:9][CH:8]([O:11][C:12]2[CH:17]=[CH:16][C:15]([Cl:18])=[C:14]([Cl:19])[CH:13]=2)[CH2:7][CH2:6]1.[O:21]=[C:22]1[NH:26][C:25]([C:27]([F:33])([F:32])[C:28]([F:31])([F:30])[F:29])=[C:24]([C:34](O)=[O:35])[S:23]1. (9) The reactants are: [CH3:1][C:2]([C:4]1[CH:9]=[CH:8][C:7]([Cl:10])=[CH:6][CH:5]=1)=O.II.[CH2:13]([SH:16])[CH2:14][SH:15]. Given the product [Cl:10][C:7]1[CH:8]=[CH:9][C:4]([C:2]2([CH3:1])[S:16][CH2:13][CH2:14][S:15]2)=[CH:5][CH:6]=1, predict the reactants needed to synthesize it.